Dataset: Reaction yield outcomes from USPTO patents with 853,638 reactions. Task: Predict the reaction yield, written as a fraction of the theoretical maximum amount of product (1.0 means a 100% yield; for example, 0.34 means a 34% yield). The reactants are [NH2:1][C:2]1[CH:7]=[CH:6][C:5]([CH2:8][CH2:9][OH:10])=[CH:4][CH:3]=1.C1C(=O)N([Br:18])C(=O)C1. The catalyst is CN(C=O)C.O. The product is [NH2:1][C:2]1[CH:7]=[CH:6][C:5]([CH2:8][CH2:9][OH:10])=[CH:4][C:3]=1[Br:18]. The yield is 0.640.